This data is from Catalyst prediction with 721,799 reactions and 888 catalyst types from USPTO. The task is: Predict which catalyst facilitates the given reaction. (1) Reactant: [NH2:1][C@@H:2]([C@H:6]([OH:11])[C:7]([CH3:10])([CH3:9])[CH3:8])[C:3]([OH:5])=[O:4].C([O-])(O)=O.[Na+].[C:17](=O)([O-:38])[O:18][C:19]1C(C)=C(C2C=CC(C3C=CC=CC=3)=CC=2)C=CN=1.[C:40]1([C:46]2[CH:51]=[CH:50][C:49](C3C=CN(C([O-])=O)C(=O)C=3C)=[CH:48][CH:47]=2)[CH:45]=[CH:44][CH:43]=[CH:42][CH:41]=1. Product: [OH:11][C@H:6]([C:7]([CH3:8])([CH3:10])[CH3:9])[C@H:2]([N:1]([C:49]1[CH:48]=[CH:47][C:46]([C:40]2[CH:41]=[CH:42][CH:43]=[CH:44][CH:45]=2)=[CH:51][CH:50]=1)[C:17]([O:18][CH3:19])=[O:38])[C:3]([OH:5])=[O:4]. The catalyst class is: 90. (2) Reactant: [CH3:1][O:2][C:3]([C:5]1[NH:6][C:7](=[O:22])[C:8]2[C:13]([C:14]=1[C:15]1[CH:20]=[CH:19][CH:18]=[CH:17][CH:16]=1)=[CH:12][C:11]([Br:21])=[CH:10][CH:9]=2)=[O:4].[H-].[Na+].[Cl:25][C:26]1[CH:31]=[CH:30][C:29]([CH2:32]Cl)=[CH:28][N:27]=1.O. Product: [CH3:1][O:2][C:3]([C:5]1[N:6]([CH2:32][C:29]2[CH:28]=[N:27][C:26]([Cl:25])=[CH:31][CH:30]=2)[C:7](=[O:22])[C:8]2[C:13]([C:14]=1[C:15]1[CH:20]=[CH:19][CH:18]=[CH:17][CH:16]=1)=[CH:12][C:11]([Br:21])=[CH:10][CH:9]=2)=[O:4]. The catalyst class is: 3. (3) Reactant: [CH3:1][O:2][C:3]([C:5]1[C:6]([OH:19])=[N:7][N:8]([CH2:10][C:11]2[CH:16]=[CH:15][C:14]([O:17][CH3:18])=[CH:13][CH:12]=2)[CH:9]=1)=[O:4].Br[CH2:21][CH:22]=[CH2:23].C([O-])([O-])=O.[K+].[K+]. Product: [CH3:1][O:2][C:3]([C:5]1[C:6]([O:19][CH2:23][CH:22]=[CH2:21])=[N:7][N:8]([CH2:10][C:11]2[CH:16]=[CH:15][C:14]([O:17][CH3:18])=[CH:13][CH:12]=2)[CH:9]=1)=[O:4]. The catalyst class is: 23. (4) The catalyst class is: 2. Reactant: [Cl:1][C:2]1[C:7]([O:8][CH2:9][C@@H:10]([NH:15]C(=O)OC(C)(C)C)[CH2:11][CH:12]([CH3:14])[CH3:13])=[CH:6][C:5]2[O:23][CH:24]([C:31]([F:34])([F:33])[F:32])[C:25]3[C:30]([C:4]=2[CH:3]=1)=[CH:29][CH:28]=[N:27][CH:26]=3.Cl.C(OCC)C. Product: [Cl:1][C:2]1[C:7]([O:8][CH2:9][C@@H:10]([NH2:15])[CH2:11][CH:12]([CH3:14])[CH3:13])=[CH:6][C:5]2[O:23][CH:24]([C:31]([F:33])([F:34])[F:32])[C:25]3[C:30]([C:4]=2[CH:3]=1)=[CH:29][CH:28]=[N:27][CH:26]=3. (5) Reactant: ClC1C=C(C=CC=1)C(OO)=[O:6].[C:12]([NH:15][CH2:16][C@@H:17]1[O:21][C:20](=[O:22])[N:19]([C:23]2[CH:28]=[CH:27][C:26]([S:29]([CH3:31])=[O:30])=[C:25]([F:32])[CH:24]=2)[CH2:18]1)(=[O:14])[CH3:13]. Product: [C:12]([NH:15][CH2:16][C@@H:17]1[O:21][C:20](=[O:22])[N:19]([C:23]2[CH:28]=[CH:27][C:26]([S:29]([CH3:31])(=[O:6])=[O:30])=[C:25]([F:32])[CH:24]=2)[CH2:18]1)(=[O:14])[CH3:13]. The catalyst class is: 2. (6) Reactant: [C:1](#[N:4])[CH:2]=[CH2:3].[C:5]1([CH:11]2[CH2:16][CH2:15][NH:14][CH2:13][CH2:12]2)[CH:10]=[CH:9][CH:8]=[CH:7][CH:6]=1. Product: [C:5]1([CH:11]2[CH2:12][CH2:13][N:14]([CH2:3][CH2:2][C:1]#[N:4])[CH2:15][CH2:16]2)[CH:10]=[CH:9][CH:8]=[CH:7][CH:6]=1. The catalyst class is: 14. (7) Reactant: C1C2C(=NC3C(N=2)=CC=CC=3)C=CC=1.CN1C2=CC=CC(=[O:30])C2=NC2C=CC=CC1=2.C1C=C2NC3C([N]C2=CC=1)=CC=CC=3C(N)=O.[C:48]1([C:62](N)=[O:63])[C:61]2[C:52](=[N:53][C:54]3[C:59]([N:60]=2)=[CH:58][CH:57]=[CH:56][CH:55]=3)[CH:51]=[CH:50][CH:49]=1. Product: [C:48]1([C:62]([OH:63])=[O:30])[C:61]2[C:52](=[N:53][C:54]3[C:59]([N:60]=2)=[CH:58][CH:57]=[CH:56][CH:55]=3)[CH:51]=[CH:50][CH:49]=1. The catalyst class is: 6. (8) Reactant: [CH3:1][N:2]([CH2:4][CH2:5][N:6]1[C:20](=[O:21])[C:15]2=[CH:16][C:17]([NH2:19])=[CH:18][C:13]3[C:14]2=[C:9]([CH:10]=[CH:11][CH:12]=3)[C:7]1=[O:8])[CH3:3].[CH2:22]([O:24][C:25]([N:27]=[C:28]=[O:29])=[O:26])[CH3:23]. Product: [CH2:22]([O:24][C:25](=[O:26])[NH:27][C:28]([NH:19][C:17]1[CH:18]=[C:13]2[CH:12]=[CH:11][CH:10]=[C:9]3[C:14]2=[C:15]([CH:16]=1)[C:20](=[O:21])[N:6]([CH2:5][CH2:4][N:2]([CH3:1])[CH3:3])[C:7]3=[O:8])=[O:29])[CH3:23]. The catalyst class is: 10.